The task is: Predict the reaction yield, written as a fraction of the theoretical maximum amount of product (1.0 means a 100% yield; for example, 0.34 means a 34% yield).. This data is from Reaction yield outcomes from USPTO patents with 853,638 reactions. The reactants are [Cl:1][C:2]1[CH:7]=[CH:6][C:5]([CH:8]([C:21]([N:23]2[CH2:28][CH2:27][N:26]([C:29]3[C:30]4[C@H:37]([CH3:38])[CH2:36][C:35]([OH:40])([CH3:39])[C:31]=4[N:32]=[CH:33][N:34]=3)[CH2:25][CH2:24]2)=[O:22])[CH2:9][N:10]([CH:18]([CH3:20])[CH3:19])C(=O)OC(C)(C)C)=[CH:4][CH:3]=1.[ClH:41].O1CCOCC1. The catalyst is C(Cl)Cl. The product is [ClH:1].[ClH:41].[Cl:1][C:2]1[CH:7]=[CH:6][C:5]([CH:8]([CH2:9][NH:10][CH:18]([CH3:20])[CH3:19])[C:21]([N:23]2[CH2:24][CH2:25][N:26]([C:29]3[C:30]4[C@H:37]([CH3:38])[CH2:36][C:35]([OH:40])([CH3:39])[C:31]=4[N:32]=[CH:33][N:34]=3)[CH2:27][CH2:28]2)=[O:22])=[CH:4][CH:3]=1. The yield is 1.00.